This data is from NCI-60 drug combinations with 297,098 pairs across 59 cell lines. The task is: Regression. Given two drug SMILES strings and cell line genomic features, predict the synergy score measuring deviation from expected non-interaction effect. (1) Drug 1: CC12CCC3C(C1CCC2=O)CC(=C)C4=CC(=O)C=CC34C. Drug 2: CC1=C2C(C(=O)C3(C(CC4C(C3C(C(C2(C)C)(CC1OC(=O)C(C(C5=CC=CC=C5)NC(=O)OC(C)(C)C)O)O)OC(=O)C6=CC=CC=C6)(CO4)OC(=O)C)O)C)O. Cell line: NCI-H522. Synergy scores: CSS=53.0, Synergy_ZIP=-4.97, Synergy_Bliss=-5.93, Synergy_Loewe=-13.5, Synergy_HSA=-3.08. (2) Drug 1: CC1C(C(CC(O1)OC2CC(CC3=C2C(=C4C(=C3O)C(=O)C5=C(C4=O)C(=CC=C5)OC)O)(C(=O)CO)O)N)O. Drug 2: CS(=O)(=O)CCNCC1=CC=C(O1)C2=CC3=C(C=C2)N=CN=C3NC4=CC(=C(C=C4)OCC5=CC(=CC=C5)F)Cl. Cell line: HT29. Synergy scores: CSS=69.8, Synergy_ZIP=1.31, Synergy_Bliss=0.159, Synergy_Loewe=-0.394, Synergy_HSA=4.54.